From a dataset of Catalyst prediction with 721,799 reactions and 888 catalyst types from USPTO. Predict which catalyst facilitates the given reaction. (1) Reactant: [CH3:1][C:2]1([CH3:9])[O:7][CH2:6][C:5](=O)[CH2:4][O:3]1.FC(F)(F)C(O)=O.[CH3:17][C:18]1[C:28]2[CH2:27][CH2:26][NH:25][CH2:24][CH2:23][C:22]=2[CH:21]=[CH:20][C:19]=1[C:29]1[N:33]=[C:32]([C:34]2[CH:35]=[C:36]([C:44]#[N:45])[C:37]([NH:40][CH2:41][CH2:42][CH3:43])=[N:38][CH:39]=2)[O:31][N:30]=1.C(O[BH-](OC(=O)C)OC(=O)C)(=O)C.[Na+]. Product: [CH3:9][C:2]1([CH3:1])[O:3][CH2:4][CH:5]([N:25]2[CH2:24][CH2:23][C:22]3[CH:21]=[CH:20][C:19]([C:29]4[N:33]=[C:32]([C:34]5[CH:35]=[C:36]([C:44]#[N:45])[C:37]([NH:40][CH2:41][CH2:42][CH3:43])=[N:38][CH:39]=5)[O:31][N:30]=4)=[C:18]([CH3:17])[C:28]=3[CH2:27][CH2:26]2)[CH2:6][O:7]1. The catalyst class is: 2. (2) Reactant: C[O:2][C:3](=[O:31])[CH2:4][O:5][C:6]1[CH:11]=[CH:10][C:9]([NH:12][CH2:13][C:14]2[S:18][C:17]([C:19]3[CH:24]=[CH:23][C:22]([C:25]([F:28])([F:27])[F:26])=[CH:21][CH:20]=3)=[N:16][C:15]=2[CH3:29])=[CH:8][C:7]=1[CH3:30].[Li+].[OH-]. Product: [CH3:30][C:7]1[CH:8]=[C:9]([NH:12][CH2:13][C:14]2[S:18][C:17]([C:19]3[CH:24]=[CH:23][C:22]([C:25]([F:27])([F:26])[F:28])=[CH:21][CH:20]=3)=[N:16][C:15]=2[CH3:29])[CH:10]=[CH:11][C:6]=1[O:5][CH2:4][C:3]([OH:31])=[O:2]. The catalyst class is: 219. (3) Reactant: [N:1]1[C:10]2[C:5](=[CH:6][CH:7]=[CH:8][CH:9]=2)[CH:4]=[CH:3][C:2]=1[N:11]1[C:15](=[O:16])[C:14](=[C:17]([NH:19][NH:20][C:21](=[O:32])[C:22]2[CH:27]=[CH:26][C:25]([C:28]([O:30]C)=[O:29])=[CH:24][CH:23]=2)[CH3:18])[C:13]([CH3:33])=[N:12]1.[OH-].[Na+].Cl. Product: [N:1]1[C:10]2[C:5](=[CH:6][CH:7]=[CH:8][CH:9]=2)[CH:4]=[CH:3][C:2]=1[N:11]1[C:15](=[O:16])[C:14](=[C:17]([NH:19][NH:20][C:21](=[O:32])[C:22]2[CH:23]=[CH:24][C:25]([C:28]([OH:30])=[O:29])=[CH:26][CH:27]=2)[CH3:18])[C:13]([CH3:33])=[N:12]1. The catalyst class is: 5. (4) Reactant: [Cl:1][C:2]1[CH:7]=[CH:6][C:5]([N:8]2[C:13]([OH:14])=[C:12]([C:15](OCC)=[O:16])[C:11](=[O:20])[N:10]([CH2:21][C:22]3[CH:27]=[CH:26][CH:25]=[CH:24][CH:23]=3)[C:9]2=[S:28])=[CH:4][CH:3]=1.C1(CNC([CH:39](C(OCC)=O)[C:40]([O:42]CC)=[O:41])=O)C=CC=CC=1.[H-].[Na+].ClC1C=CC([N:59]=C=S)=CC=1. Product: [Cl:1][C:2]1[CH:3]=[CH:4][C:5]([N:8]2[C:13]([OH:14])=[C:12]([C:15]([NH:59][CH2:39][C:40]([OH:42])=[O:41])=[O:16])[C:11](=[O:20])[N:10]([CH2:21][C:22]3[CH:23]=[CH:24][CH:25]=[CH:26][CH:27]=3)[C:9]2=[S:28])=[CH:6][CH:7]=1. The catalyst class is: 346.